This data is from Forward reaction prediction with 1.9M reactions from USPTO patents (1976-2016). The task is: Predict the product of the given reaction. Given the reactants C([Li])CCC.Br[C:7]1[C:12]([CH3:13])=[C:11]([O:14][CH3:15])[C:10]([CH3:16])=[C:9]([CH3:17])[C:8]=1[O:18][CH3:19].[CH3:20][CH:21]([CH3:36])[C:22]([C:24]1[CH:29]=[CH:28][C:27]([N:30]2[CH2:35][CH2:34][O:33][CH2:32][CH2:31]2)=[CH:26][CH:25]=1)=[O:23].O, predict the reaction product. The product is: [CH3:19][O:18][C:8]1[C:9]([CH3:17])=[C:10]([CH3:16])[C:11]([O:14][CH3:15])=[C:12]([CH3:13])[C:7]=1[C:22]([C:24]1[CH:25]=[CH:26][C:27]([N:30]2[CH2:35][CH2:34][O:33][CH2:32][CH2:31]2)=[CH:28][CH:29]=1)([OH:23])[CH:21]([CH3:36])[CH3:20].